From a dataset of Full USPTO retrosynthesis dataset with 1.9M reactions from patents (1976-2016). Predict the reactants needed to synthesize the given product. Given the product [F:60][C:57]1[CH:58]=[CH:59][C:54]([CH2:53][N:47]2[C:46](=[O:61])[C:45]3[CH:44]=[C:43]([C:18]4[C:19]([N:21]([CH3:26])[S:22]([CH3:25])(=[O:24])=[O:23])=[CH:20][C:10]5[O:9][C:8]([C:5]6[CH:6]=[CH:7][C:2]([F:1])=[CH:3][CH:4]=6)=[C:12]([C:13]([NH:15][CH3:16])=[O:14])[C:11]=5[CH:17]=4)[CH:52]=[N:51][C:50]=3[O:49][CH2:48]2)=[CH:55][CH:56]=1, predict the reactants needed to synthesize it. The reactants are: [F:1][C:2]1[CH:7]=[CH:6][C:5]([C:8]2[O:9][C:10]3[CH:20]=[C:19]([N:21]([CH3:26])[S:22]([CH3:25])(=[O:24])=[O:23])[C:18](C4C=CC=C(B5OC(C)(C)C(C)(C)O5)C=4)=[CH:17][C:11]=3[C:12]=2[C:13]([NH:15][CH3:16])=[O:14])=[CH:4][CH:3]=1.Br[C:43]1[CH:52]=[N:51][C:50]2[O:49][CH2:48][N:47]([CH2:53][C:54]3[CH:59]=[CH:58][C:57]([F:60])=[CH:56][CH:55]=3)[C:46](=[O:61])[C:45]=2[CH:44]=1.[O-]P([O-])([O-])=O.[K+].[K+].[K+].